This data is from Full USPTO retrosynthesis dataset with 1.9M reactions from patents (1976-2016). The task is: Predict the reactants needed to synthesize the given product. (1) Given the product [Cl:1][C:2]1[CH:7]=[C:6]([C:8]([F:9])([F:10])[F:11])[CH:5]=[CH:4][N+:3]=1[O-:15], predict the reactants needed to synthesize it. The reactants are: [Cl:1][C:2]1[CH:7]=[C:6]([C:8]([F:11])([F:10])[F:9])[CH:5]=[CH:4][N:3]=1.OO.C([O-])([O-])=[O:15].[Na+].[Na+]. (2) The reactants are: [Br:1][C:2]1[CH:11]=[CH:10][C:5]([C:6]([O:8]C)=O)=[C:4]([CH2:12]Br)[CH:3]=1.[CH:14]1([NH2:17])[CH2:16][CH2:15]1.C(=O)([O-])[O-].[K+].[K+]. Given the product [Br:1][C:2]1[CH:3]=[C:4]2[C:5](=[CH:10][CH:11]=1)[C:6](=[O:8])[N:17]([CH:14]1[CH2:16][CH2:15]1)[CH2:12]2, predict the reactants needed to synthesize it. (3) The reactants are: O=[C:2]([CH3:8])[CH2:3][C:4]([O:6][CH3:7])=[O:5].Cl[CH2:10][CH:11]=O.[NH3:13]. Given the product [CH3:8][C:2]1[NH:13][CH:10]=[CH:11][C:3]=1[C:4]([O:6][CH3:7])=[O:5], predict the reactants needed to synthesize it. (4) The reactants are: [CH:1]1[C:6]([NH2:7])=[CH:5][CH:4]=[C:3]([S:8]([NH:11][C:12]2[S:16][CH:15]=[CH:14][N:13]=2)(=[O:10])=[O:9])[CH:2]=1.N1C=CC=CC=1.[Cl:23][CH:24]([C:28]1[CH:33]=[CH:32][CH:31]=[CH:30][CH:29]=1)[C:25](Cl)=[O:26]. Given the product [Cl:23][CH:24]([C:28]1[CH:33]=[CH:32][CH:31]=[CH:30][CH:29]=1)[C:25]([NH:7][C:6]1[CH:1]=[CH:2][C:3]([S:8](=[O:10])(=[O:9])[NH:11][C:12]2[S:16][CH:15]=[CH:14][N:13]=2)=[CH:4][CH:5]=1)=[O:26], predict the reactants needed to synthesize it. (5) Given the product [C:21]([N:1]1[CH2:5][CH2:4][C@@H:3]([NH:6][C:7](=[O:13])[O:8][C:9]([CH3:10])([CH3:12])[CH3:11])[CH2:2]1)(=[O:23])[CH3:22], predict the reactants needed to synthesize it. The reactants are: [NH:1]1[CH2:5][CH2:4][C@@H:3]([NH:6][C:7](=[O:13])[O:8][C:9]([CH3:12])([CH3:11])[CH3:10])[CH2:2]1.CCN(CC)CC.[C:21](Cl)(=[O:23])[CH3:22]. (6) The reactants are: C1(P(C2CCCCC2)C2C=CC=CC=2C2C(OC)=CC=CC=2OC)CCCCC1.C(=O)([O-])[O-].[K+].[K+].FC(F)(F)S(O[C:42]1[CH:47]=[CH:46][CH:45]=[C:44]([OH:48])[C:43]=1[CH2:49][N:50]1[CH2:55][CH2:54][O:53][CH2:52][CH2:51]1)(=O)=O.[F:58][C:59]1[CH:99]=[N:98][C:62]2[N:63]([C:83]3[CH:88]=[CH:87][CH:86]=[C:85](B4OC(C)(C)C(C)(C)O4)[CH:84]=3)[C:64](=[O:82])[N:65]([CH:68]3[CH2:73][CH2:72][CH:71]([NH:74][C:75](=[O:81])[O:76][C:77]([CH3:80])([CH3:79])[CH3:78])[CH2:70][CH2:69]3)[C:66](=[O:67])[C:61]=2[CH:60]=1. Given the product [C:77]([O:76][C:75](=[O:81])[NH:74][C@H:71]1[CH2:72][CH2:73][C@@H:68]([N:65]2[C:66](=[O:67])[C:61]3[CH:60]=[C:59]([F:58])[CH:99]=[N:98][C:62]=3[N:63]([C:83]3[CH:88]=[C:87]([C:42]4[CH:47]=[CH:46][CH:45]=[C:44]([OH:48])[C:43]=4[CH2:49][N:50]4[CH2:51][CH2:52][O:53][CH2:54][CH2:55]4)[CH:86]=[CH:85][CH:84]=3)[C:64]2=[O:82])[CH2:69][CH2:70]1)([CH3:80])([CH3:78])[CH3:79], predict the reactants needed to synthesize it. (7) Given the product [Si:1]([O:18][CH2:19][C@H:20]1[O:24][C@@H:23]([N:25]2[C:34]3[N:33]=[CH:32][N:31]=[C:29]([NH2:30])[C:28]=3[N:27]=[CH:26]2)[C@H:22]([O:35][CH2:36][CH2:37][O:38][CH3:40])[C@@H:21]1[OH:39])([C:14]([CH3:15])([CH3:17])[CH3:16])([C:2]1[CH:3]=[CH:4][CH:5]=[CH:6][CH:7]=1)[C:8]1[CH:9]=[CH:10][CH:11]=[CH:12][CH:13]=1, predict the reactants needed to synthesize it. The reactants are: [Si:1]([O:18][CH2:19][C@H:20]1[O:24][C@@H:23]([N:25]2[C:34]3[N:33]=[CH:32][N:31]=[C:29]([NH2:30])[C:28]=3[N:27]=[CH:26]2)[C@H:22]([O:35][CH2:36][CH2:37][OH:38])[C@@H:21]1[OH:39])([C:14]([CH3:17])([CH3:16])[CH3:15])([C:8]1[CH:13]=[CH:12][CH:11]=[CH:10][CH:9]=1)[C:2]1[CH:7]=[CH:6][CH:5]=[CH:4][CH:3]=1.[CH3:40]I. (8) Given the product [C:35]([O:38][C:39]([N:19]([CH2:18][C:15]1[CH:16]=[CH:17][C:12]([C:11]#[C:10][C:7]2[CH:8]=[CH:9][C:4]([C:3]([OH:2])=[O:24])=[CH:5][CH:6]=2)=[CH:13][CH:14]=1)[CH2:20][CH2:21][O:22][CH3:23])=[O:40])([CH3:37])([CH3:36])[CH3:34], predict the reactants needed to synthesize it. The reactants are: C[O:2][C:3](=[O:24])[C:4]1[CH:9]=[CH:8][C:7]([C:10]#[C:11][C:12]2[CH:17]=[CH:16][C:15]([CH2:18][NH:19][CH2:20][CH2:21][O:22][CH3:23])=[CH:14][CH:13]=2)=[CH:6][CH:5]=1.CCN(C(C)C)C(C)C.[CH3:34][C:35]([O:38][C:39](O[C:39]([O:38][C:35]([CH3:37])([CH3:36])[CH3:34])=[O:40])=[O:40])([CH3:37])[CH3:36].[OH-].[Na+].OP(O)(O)=O. (9) Given the product [CH:1]([N:14]1[CH2:15][C:16](=[C:18]([C:23]2[CH:28]=[CH:27][CH:26]=[C:25]([NH:29][CH3:30])[CH:24]=2)[S:19]([CH3:22])(=[O:21])=[O:20])[CH2:17]1)([C:8]1[CH:9]=[CH:10][CH:11]=[CH:12][CH:13]=1)[C:2]1[CH:3]=[CH:4][CH:5]=[CH:6][CH:7]=1, predict the reactants needed to synthesize it. The reactants are: [CH:1]([N:14]1[CH2:17][C:16](=[C:18]([C:23]2[CH:28]=[CH:27][CH:26]=[C:25]([N:29](C(OC(C)(C)C)=O)[CH3:30])[CH:24]=2)[S:19]([CH3:22])(=[O:21])=[O:20])[CH2:15]1)([C:8]1[CH:13]=[CH:12][CH:11]=[CH:10][CH:9]=1)[C:2]1[CH:7]=[CH:6][CH:5]=[CH:4][CH:3]=1.